Dataset: Full USPTO retrosynthesis dataset with 1.9M reactions from patents (1976-2016). Task: Predict the reactants needed to synthesize the given product. (1) Given the product [Cl:1][C:2]1[CH:10]=[C:9]([O:11][CH:12]2[CH2:15][O:14][CH2:13]2)[C:5]([C:6]([N:33]([O:32][CH3:28])[CH3:34])=[O:8])=[CH:4][N:3]=1, predict the reactants needed to synthesize it. The reactants are: [Cl:1][C:2]1[CH:10]=[C:9]([O:11][CH:12]2[CH2:15][O:14][CH2:13]2)[C:5]([C:6]([OH:8])=O)=[CH:4][N:3]=1.CCN(C(C)C)C(C)C.CN([C:28]([O:32][N:33]1N=NC2C=CC=N[C:34]1=2)=[N+](C)C)C.F[P-](F)(F)(F)(F)F.Cl.CONC. (2) Given the product [CH:20]1([C:5]2[C:6]([O:9][S:10]([C:13]3[CH:18]=[CH:17][C:16]([CH3:19])=[CH:15][CH:14]=3)(=[O:12])=[O:11])=[N:7][N:8]3[C:4]=2[C:1]([CH3:2])=[N:34][N:33]=[C:25]3[C:26]2[CH:31]=[CH:30][CH:29]=[CH:28][CH:27]=2)[CH2:24][CH2:23][CH2:22][CH2:21]1, predict the reactants needed to synthesize it. The reactants are: [C:1]([C:4]1[NH:8][N:7]=[C:6]([O:9][S:10]([C:13]2[CH:18]=[CH:17][C:16]([CH3:19])=[CH:15][CH:14]=2)(=[O:12])=[O:11])[C:5]=1[CH:20]1[CH2:24][CH2:23][CH2:22][CH2:21]1)(=O)[CH3:2].[C:25]([NH:33][NH2:34])(=O)[C:26]1[CH:31]=[CH:30][CH:29]=[CH:28][CH:27]=1.C1C=CC(C2C=CC=CC=2)=CC=1.C1C=CC(OC2C=CC=CC=2)=CC=1.